Dataset: Forward reaction prediction with 1.9M reactions from USPTO patents (1976-2016). Task: Predict the product of the given reaction. (1) Given the reactants [Cl:1][C:2]1[C:11]2[C:6](=[CH:7][CH:8]=[CH:9][CH:10]=2)[N:5]=[C:4]([N:12]2[CH2:17][CH2:16][CH2:15][CH2:14][CH2:13]2)[N:3]=1.[CH3:18][O:19][C:20]1[CH:21]=[C:22]([CH:25]=[CH:26][CH:27]=1)[CH2:23][NH2:24], predict the reaction product. The product is: [ClH:1].[CH3:18][O:19][C:20]1[CH:21]=[C:22]([CH:25]=[CH:26][CH:27]=1)[CH2:23][NH:24][C:2]1[C:11]2[C:6](=[CH:7][CH:8]=[CH:9][CH:10]=2)[N:5]=[C:4]([N:12]2[CH2:17][CH2:16][CH2:15][CH2:14][CH2:13]2)[N:3]=1. (2) Given the reactants [H-].[Al+3].[Li+].[H-].[H-].[H-].[F:7][C:8]1[CH:13]=[CH:12][C:11]([CH:14]([C:20](OCC)=[O:21])[C:15](OCC)=[O:16])=[CH:10][CH:9]=1.Cl, predict the reaction product. The product is: [F:7][C:8]1[CH:9]=[CH:10][C:11]([CH:14]([CH2:20][OH:21])[CH2:15][OH:16])=[CH:12][CH:13]=1.